Dataset: Full USPTO retrosynthesis dataset with 1.9M reactions from patents (1976-2016). Task: Predict the reactants needed to synthesize the given product. Given the product [Cl:1][C:2]1[CH:7]=[CH:6][CH:5]=[CH:4][C:3]=1[C:12]1[N:17]=[C:16]([NH2:18])[N:15]=[C:14]([NH:19][CH3:20])[CH:13]=1, predict the reactants needed to synthesize it. The reactants are: [Cl:1][C:2]1[CH:7]=[CH:6][CH:5]=[CH:4][C:3]=1B(O)O.Cl[C:12]1[N:17]=[C:16]([NH2:18])[N:15]=[C:14]([NH:19][CH3:20])[CH:13]=1.